This data is from Forward reaction prediction with 1.9M reactions from USPTO patents (1976-2016). The task is: Predict the product of the given reaction. (1) Given the reactants [CH2:1]([O:3][C:4]([C:6]1[NH:7][C:8]2[C:13]([C:14]=1[Cl:15])=[CH:12][C:11](B1OC(C)(C)C(C)(C)O1)=[CH:10][CH:9]=2)=[O:5])[CH3:2].Br[C:26]1[CH:31]=[CH:30][C:29]([C:32]([F:35])([F:34])[F:33])=[CH:28][N:27]=1, predict the reaction product. The product is: [CH2:1]([O:3][C:4]([C:6]1[NH:7][C:8]2[C:13]([C:14]=1[Cl:15])=[CH:12][C:11]([C:26]1[CH:31]=[CH:30][C:29]([C:32]([F:35])([F:34])[F:33])=[CH:28][N:27]=1)=[CH:10][CH:9]=2)=[O:5])[CH3:2]. (2) Given the reactants [Br:1][C:2]1[S:6][C:5]([S:7](Cl)(=[O:9])=[O:8])=[CH:4][CH:3]=1.[CH3:11][O:12][CH2:13][CH2:14][NH2:15], predict the reaction product. The product is: [Br:1][C:2]1[S:6][C:5]([S:7]([NH:15][CH2:14][CH2:13][O:12][CH3:11])(=[O:9])=[O:8])=[CH:4][CH:3]=1. (3) Given the reactants [Cl:1][C:2]1[CH:38]=[CH:37][C:5]2[NH:6][C:7]([C@@H:9]([NH:20][C:21](=[O:36])[C:22]3[CH:27]=[CH:26][C:25]([C:28]([N:30]4[CH2:34][CH2:33][CH2:32][CH2:31]4)=[O:29])=[C:24]([CH3:35])[CH:23]=3)[CH2:10][CH2:11][NH:12][S:13]([CH2:16][CH2:17][CH2:18]Cl)(=[O:15])=[O:14])=[N:8][C:4]=2[CH:3]=1.[H-].[Na+].O, predict the reaction product. The product is: [Cl:1][C:2]1[CH:38]=[CH:37][C:5]2[NH:6][C:7]([C@@H:9]([NH:20][C:21](=[O:36])[C:22]3[CH:27]=[CH:26][C:25]([C:28]([N:30]4[CH2:34][CH2:33][CH2:32][CH2:31]4)=[O:29])=[C:24]([CH3:35])[CH:23]=3)[CH2:10][CH2:11][N:12]3[CH2:18][CH2:17][CH2:16][S:13]3(=[O:14])=[O:15])=[N:8][C:4]=2[CH:3]=1. (4) Given the reactants [CH3:1][N:2]1[C:7](=[O:8])[CH:6]=[CH:5][NH:4][C:3]1=O.F[P-](F)(F)(F)(F)F.N1(O[P+](N(C)C)(N(C)C)N(C)C)C2C=CC=CC=2N=N1.Cl.[OH:38][C@@H:39]1[CH2:43][CH2:42][CH2:41][C@H:40]1[NH2:44].C1CCN2C(=NCCC2)CC1, predict the reaction product. The product is: [OH:38][C@@H:39]1[CH2:43][CH2:42][CH2:41][C@H:40]1[NH:44][C:3]1[N:2]([CH3:1])[C:7](=[O:8])[CH:6]=[CH:5][N:4]=1. (5) Given the reactants [NH:1]1[C:9]2[C:4](=[CH:5][CH:6]=[C:7]([CH:10]=[O:11])[CH:8]=2)[CH:3]=[N:2]1.[S:12]1[CH:16]=[CH:15][CH:14]=[C:13]1B(O)O.C([O-])([O-])=O.[Na+].[Na+], predict the reaction product. The product is: [S:12]1[CH:16]=[CH:15][CH:14]=[C:13]1[C:3]1[C:4]2[C:9](=[CH:8][C:7]([CH:10]=[O:11])=[CH:6][CH:5]=2)[NH:1][N:2]=1. (6) The product is: [Br:10][C@@H:4]1[C@@H:5]2[CH2:6][C@@H:1]([C:7](=[O:9])[O:8]2)[CH2:2][CH2:3]1. Given the reactants [C@H:1]1([C:7]([OH:9])=[O:8])[CH2:6][CH2:5][CH:4]=[CH:3][CH2:2]1.[Br:10]N1C(=O)CCC1=O.[O-2].[Ca+2].O, predict the reaction product. (7) Given the reactants [N:1]1[C:8]([Cl:9])=[N:7][C:5](Cl)=[N:4][C:2]=1Cl.[C:10]([C:14]1[CH:19]=[CH:18][C:17]([Li])=[CH:16][CH:15]=1)([CH3:13])([CH3:12])[CH3:11].[CH2:21]1[CH2:25]O[CH2:23][CH2:22]1.O, predict the reaction product. The product is: [C:10]([C:14]1[CH:19]=[CH:18][C:17]([C:2]2[N:4]=[C:5]([C:21]3[CH:25]=[CH:15][C:14]([C:10]([CH3:13])([CH3:12])[CH3:11])=[CH:23][CH:22]=3)[N:7]=[C:8]([Cl:9])[N:1]=2)=[CH:16][CH:15]=1)([CH3:13])([CH3:12])[CH3:11]. (8) Given the reactants C([C:3]1[CH:8]=[C:7]([N+:9]([O-:11])=[O:10])[C:6]([NH:12][C:13](=[O:18])[C:14](F)(F)F)=[C:5]([CH3:19])[CH:4]=1)#N.NC1C=C[C:24]([C:25]#[N:26])=CC=1C.[N+]([O-])([O-])=O.[NH4+].[NH2:35][C:36]1C([N+]([O-])=O)=CC(C#N)=CC=1C.N, predict the reaction product. The product is: [N:26]1([C:3]2[CH:8]=[C:7]([N+:9]([O-:11])=[O:10])[C:6]([NH:12][C:13](=[O:18])[CH3:14])=[C:5]([CH3:19])[CH:4]=2)[CH:25]=[CH:24][N:35]=[CH:36]1. (9) Given the reactants [CH3:1][C:2]1[NH:6][N:5]=[C:4]([C:7]([OH:9])=O)[CH:3]=1.[CH:10]([N:13]([CH2:17][C:18]1[CH:23]=[CH:22][C:21]([C:24](=[N:26]O)[NH2:25])=[CH:20][CH:19]=1)[CH:14]([CH3:16])[CH3:15])([CH3:12])[CH3:11], predict the reaction product. The product is: [CH:10]([N:13]([CH2:17][C:18]1[CH:19]=[CH:20][C:21]([C:24]2[N:26]=[C:7]([C:4]3[CH:3]=[C:2]([CH3:1])[NH:6][N:5]=3)[O:9][N:25]=2)=[CH:22][CH:23]=1)[CH:14]([CH3:16])[CH3:15])([CH3:11])[CH3:12]. (10) Given the reactants [CH3:1][C:2]1([CH3:28])[CH2:7][N:6]([S:8]([C:11]2[CH:16]=[CH:15][CH:14]=[CH:13][C:12]=2[N+:17]([O-:19])=[O:18])(=[O:10])=[O:9])[CH2:5][C:4]2[CH:20]=[C:21]([C:23]([O:25]CC)=[O:24])[S:22][C:3]1=2.[Li+].[OH-], predict the reaction product. The product is: [CH3:1][C:2]1([CH3:28])[CH2:7][N:6]([S:8]([C:11]2[CH:16]=[CH:15][CH:14]=[CH:13][C:12]=2[N+:17]([O-:19])=[O:18])(=[O:10])=[O:9])[CH2:5][C:4]2[CH:20]=[C:21]([C:23]([OH:25])=[O:24])[S:22][C:3]1=2.